From a dataset of Forward reaction prediction with 1.9M reactions from USPTO patents (1976-2016). Predict the product of the given reaction. (1) Given the reactants C([O-])([O-])=O.[K+].[K+].[CH3:7][O:8][C:9](=[O:22])/[CH:10]=[CH:11]\[CH2:12][NH:13][C:14]1[CH:19]=[C:18]([Cl:20])[CH:17]=[CH:16][C:15]=1[OH:21], predict the reaction product. The product is: [CH3:7][O:8][C:9](=[O:22])[CH2:10][CH:11]1[CH2:12][NH:13][C:14]2[CH:19]=[C:18]([Cl:20])[CH:17]=[CH:16][C:15]=2[O:21]1. (2) Given the reactants [NH2:1][C:2]1[N:7]=[C:6](O)[C:5]([CH2:9][CH2:10][CH2:11][CH2:12][CH2:13][CH3:14])=[C:4]([CH3:15])[N:3]=1.P(Cl)(Cl)([Cl:18])=O, predict the reaction product. The product is: [Cl:18][C:6]1[C:5]([CH2:9][CH2:10][CH2:11][CH2:12][CH2:13][CH3:14])=[C:4]([CH3:15])[N:3]=[C:2]([NH2:1])[N:7]=1. (3) Given the reactants Cl.[CH2:2]([O:4][C:5](=[O:9])[C@H:6]([CH3:8])[NH2:7])[CH3:3].C(N(CC)CC)C.[CH:17]1([C:20](Cl)=[O:21])[CH2:19][CH2:18]1.C(=O)(O)[O-].[Na+], predict the reaction product. The product is: [CH2:2]([O:4][C:5](=[O:9])[CH:6]([NH:7][C:20]([CH:17]1[CH2:19][CH2:18]1)=[O:21])[CH3:8])[CH3:3].